The task is: Predict the reaction yield, written as a fraction of the theoretical maximum amount of product (1.0 means a 100% yield; for example, 0.34 means a 34% yield).. This data is from Reaction yield outcomes from USPTO patents with 853,638 reactions. (1) The catalyst is CN(C=O)C.O.C1C=CC([P]([Pd]([P](C2C=CC=CC=2)(C2C=CC=CC=2)C2C=CC=CC=2)([P](C2C=CC=CC=2)(C2C=CC=CC=2)C2C=CC=CC=2)[P](C2C=CC=CC=2)(C2C=CC=CC=2)C2C=CC=CC=2)(C2C=CC=CC=2)C2C=CC=CC=2)=CC=1. The yield is 0.180. The reactants are N1(C2C=CC(NC3C4N(C=CN=4)C(C4C=CNC(=O)C=4)=CN=3)=CC=2)CCOCC1.[CH2:30]([N:32]([CH2:55][CH3:56])[CH2:33][CH2:34][NH:35][C:36]([C:38]1[CH:43]=[CH:42][C:41]([NH:44][C:45]2[C:46]3[N:47]([CH:52]=[CH:53][N:54]=3)[C:48](Br)=[CH:49][N:50]=2)=[CH:40][N:39]=1)=[O:37])[CH3:31].CC1(C)C(C)(C)OB([C:65]2[CH:66]=[N:67][NH:68][CH:69]=2)O1.CC([O-])(C)C.[Na+]. The product is [CH2:30]([N:32]([CH2:55][CH3:56])[CH2:33][CH2:34][NH:35][C:36]([C:38]1[CH:43]=[CH:42][C:41]([NH:44][C:45]2[C:46]3[N:47]([CH:52]=[CH:53][N:54]=3)[C:48]([C:65]3[CH:66]=[N:67][NH:68][CH:69]=3)=[CH:49][N:50]=2)=[CH:40][N:39]=1)=[O:37])[CH3:31]. (2) The reactants are Br[C:2]1[CH:3]=[CH:4][CH:5]=[C:6]2[C:10]=1[NH:9][CH:8]=[CH:7]2.[C:11]1(B(O)O)[CH:16]=[CH:15][CH:14]=[CH:13][CH:12]=1.C(=O)([O-])[O-].[K+].[K+].ClCCl. The catalyst is O1CCOCC1.O.C1C=CC(P(C2C=CC=CC=2)[C-]2C=CC=C2)=CC=1.C1C=CC(P(C2C=CC=CC=2)[C-]2C=CC=C2)=CC=1.Cl[Pd]Cl.[Fe+2]. The product is [C:11]1([C:2]2[CH:3]=[CH:4][CH:5]=[C:6]3[C:10]=2[NH:9][CH:8]=[CH:7]3)[CH:16]=[CH:15][CH:14]=[CH:13][CH:12]=1. The yield is 0.930. (3) The reactants are C(=O)([O-])[O-].[Cs+].[Cs+].[N+:7]([C:10]1[CH:11]=[C:12]([CH2:16][SH:17])[CH:13]=[CH:14][CH:15]=1)([O-:9])=[O:8].CS(O[CH2:23][C:24]1[CH:29]=[CH:28][CH:27]=[C:26]([NH:30][C:31]([O:33][C:34]([CH3:37])([CH3:36])[CH3:35])=[O:32])[CH:25]=1)(=O)=O. The catalyst is CN(C)C=O.C(OCC)(=O)C. The product is [N+:7]([C:10]1[CH:11]=[C:12]([CH:13]=[CH:14][CH:15]=1)[CH2:16][S:17][CH2:23][C:24]1[CH:25]=[C:26]([NH:30][C:31](=[O:32])[O:33][C:34]([CH3:36])([CH3:35])[CH3:37])[CH:27]=[CH:28][CH:29]=1)([O-:9])=[O:8]. The yield is 0.840. (4) The reactants are [CH3:1][C:2]1[CH:11]=[CH:10][C:9]2[C:4](=[CH:5][CH:6]=[CH:7][C:8]=2[N:12]2[CH2:17][CH2:16][N:15]([CH2:18][CH2:19][C:20]3[CH:21]=[C:22]([CH:24]=[CH:25][CH:26]=3)[NH2:23])[CH2:14][CH2:13]2)[N:3]=1.[CH3:27][C:28]([CH3:33])([CH3:32])[C:29](Cl)=[O:30]. The yield is 0.660. The product is [CH3:27][C:28]([CH3:33])([CH3:32])[C:29]([NH:23][C:22]1[CH:24]=[CH:25][CH:26]=[C:20]([CH2:19][CH2:18][N:15]2[CH2:14][CH2:13][N:12]([C:8]3[CH:7]=[CH:6][CH:5]=[C:4]4[C:9]=3[CH:10]=[CH:11][C:2]([CH3:1])=[N:3]4)[CH2:17][CH2:16]2)[CH:21]=1)=[O:30]. No catalyst specified. (5) The reactants are C(OC(=O)[N:7]([CH2:20][CH2:21][NH:22][S:23]([C:26]1[C:27]2[CH:28]=[CH:29][N:30]=[CH:31][C:32]=2[CH:33]=[C:34]([C:36]2[CH:41]=[CH:40][C:39]([OH:42])=[CH:38][CH:37]=2)[CH:35]=1)(=[O:25])=[O:24])[CH2:8][CH2:9][CH2:10][C:11]1[CH:16]=[CH:15][C:14]([N+:17]([O-:19])=[O:18])=[CH:13][CH:12]=1)(C)(C)C.[ClH:44]. The catalyst is C(Cl)Cl.CO. The product is [ClH:44].[ClH:44].[N+:17]([C:14]1[CH:15]=[CH:16][C:11]([CH2:10][CH2:9][CH2:8][NH:7][CH2:20][CH2:21][NH:22][S:23]([C:26]2[C:27]3[CH:28]=[CH:29][N:30]=[CH:31][C:32]=3[CH:33]=[C:34]([C:36]3[CH:37]=[CH:38][C:39]([OH:42])=[CH:40][CH:41]=3)[CH:35]=2)(=[O:25])=[O:24])=[CH:12][CH:13]=1)([O-:19])=[O:18]. The yield is 1.00. (6) The reactants are [N:1]1[CH:6]=[C:5]([C@@H:7]2[CH2:12][CH2:11][CH2:10][N:8]2[CH3:9])[CH:4]=[CH:3][CH:2]=1.[Br:13][CH2:14][CH2:15][CH2:16][CH2:17][CH2:18][CH2:19][CH:20]1[CH2:25][CH2:24][CH2:23][CH2:22][CH2:21]1. The catalyst is CC(O)=O. The product is [BrH:13].[Br-:13].[CH:20]1([CH2:19][CH2:18][CH2:17][CH2:16][CH2:15][CH2:14][N+:1]2[CH:2]=[CH:3][CH:4]=[C:5]([C@@H:7]3[CH2:12][CH2:11][CH2:10][N:8]3[CH3:9])[CH:6]=2)[CH2:25][CH2:24][CH2:23][CH2:22][CH2:21]1. The yield is 0.630. (7) The reactants are CC[N:3]([CH:7](C)C)C(C)C.[Cl:10][C:11]1[CH:12]=[N:13][C:14]2[C:19]([N:20]=1)=[CH:18][C:17]([C:21](Cl)=[O:22])=[CH:16][CH:15]=2.ClC1C=NC2C(=CC=C([C:35](Cl)=[O:36])C=2)N=1. The catalyst is C(Cl)Cl. The product is [Cl:10][C:11]1[CH:12]=[N:13][C:14]2[C:19]([N:20]=1)=[CH:18][C:17]([C:21]([N:3]([O:36][CH3:35])[CH3:7])=[O:22])=[CH:16][CH:15]=2. The yield is 0.243. (8) The reactants are C[O:2][C:3]([NH:5][C@H:6]([C:10]([N:12]1[CH2:16][CH2:15][CH2:14][CH:13]1[C:17]1[NH:18][C:19]([C:22]2[CH:27]=[C:26]3[CH2:28][O:29][C:30]4[CH:54]=[C:53]5[C:33]([CH:34]=[CH:35][C:36]6[N:40]=[C:39]([CH:41]7[CH2:45][CH2:44][CH2:43][N:42]7[C:46](OC(C)(C)C)=[O:47])[NH:38][C:37]=65)=[CH:32][C:31]=4[C:25]3=[CH:24][CH:23]=2)=[CH:20][N:21]=1)=[O:11])[CH:7]([CH3:9])[CH3:8])=[O:4].Cl.[CH3:56][O:57][C:58]([NH:60][C@H:61]([C:65]1[CH:70]=[CH:69][CH:68]=[CH:67][CH:66]=1)C(O)=O)=[O:59].CCOC(C(C#N)=NOC(N1CCOCC1)=[N+](C)C)=O.F[P-](F)(F)(F)(F)F.C(N(C(C)C)CC)(C)C. The catalyst is CN(C=O)C.C(OCC)(=O)C.C(O)C. The product is [CH3:56][O:57][C:58]([NH:60][CH:61]([C:65]1[CH:70]=[CH:69][CH:68]=[CH:67][CH:66]=1)[C:46]([N:42]1[CH2:43][CH2:44][CH2:45][CH:41]1[C:39]1[NH:38][C:37]2[C:53]3[C:33]([CH:34]=[CH:35][C:36]=2[N:40]=1)=[CH:32][C:31]1[C:25]2[C:26]([CH2:28][O:29][C:30]=1[CH:54]=3)=[CH:27][C:22]([C:19]1[NH:18][C:17]([CH:13]3[CH2:14][CH2:15][CH2:16][N:12]3[C:10](=[O:11])[CH:6]([NH:5][C:3](=[O:4])[OH:2])[CH:7]([CH3:8])[CH3:9])=[N:21][CH:20]=1)=[CH:23][CH:24]=2)=[O:47])=[O:59]. The yield is 0.450. (9) The reactants are [CH3:1][O:2][CH:3]1[CH2:7][CH2:6][N:5]([C:8]([C:10]2[S:18][C:17]3[C:12](=[N:13][CH:14]=[CH:15][C:16]=3[O:19][C:20]3[CH:32]=[CH:31][C:23]4[C:24]([C:28]([OH:30])=O)=[C:25]([CH3:27])[O:26][C:22]=4[CH:21]=3)[CH:11]=2)=[O:9])[CH2:4]1.C(Cl)(=O)C(Cl)=O.[CH:39]1([NH2:42])[CH2:41][CH2:40]1. No catalyst specified. The product is [CH:39]1([NH:42][C:28]([C:24]2[C:23]3[CH:31]=[CH:32][C:20]([O:19][C:16]4[CH:15]=[CH:14][N:13]=[C:12]5[CH:11]=[C:10]([C:8]([N:5]6[CH2:6][CH2:7][CH:3]([O:2][CH3:1])[CH2:4]6)=[O:9])[S:18][C:17]=45)=[CH:21][C:22]=3[O:26][C:25]=2[CH3:27])=[O:30])[CH2:41][CH2:40]1. The yield is 0.330. (10) The yield is 0.880. The reactants are [N+:1]([C:4]1[CH:13]=[C:12]2[C:7]([CH2:8][CH2:9][CH2:10][C:11]2=O)=[CH:6][CH:5]=1)([O-:3])=[O:2].[NH2:15][OH:16]. The product is [N+:1]([C:4]1[CH:13]=[C:12]2[C:7]([CH2:8][CH2:9][CH2:10][C:11]2=[N:15][OH:16])=[CH:6][CH:5]=1)([O-:3])=[O:2]. The catalyst is N1C=CC=CC=1.